This data is from Forward reaction prediction with 1.9M reactions from USPTO patents (1976-2016). The task is: Predict the product of the given reaction. (1) Given the reactants [F:1][C:2]([F:33])([F:32])[O:3][C:4]1[CH:5]=[C:6]([CH:29]=[CH:30][CH:31]=1)[CH2:7][NH:8][C:9]([C:11]1[N:12]=[N:13][N:14]([CH2:16][CH2:17][CH2:18][CH2:19][N:20]2[CH:24]=[C:23]([C:25]([O:27]C)=[O:26])[N:22]=[N:21]2)[CH:15]=1)=[O:10].[Li+].[OH-].Cl.CO, predict the reaction product. The product is: [F:32][C:2]([F:1])([F:33])[O:3][C:4]1[CH:5]=[C:6]([CH:29]=[CH:30][CH:31]=1)[CH2:7][NH:8][C:9]([C:11]1[N:12]=[N:13][N:14]([CH2:16][CH2:17][CH2:18][CH2:19][N:20]2[CH:24]=[C:23]([C:25]([OH:27])=[O:26])[N:22]=[N:21]2)[CH:15]=1)=[O:10]. (2) Given the reactants [Br:1][C:2]1[CH:6]=[C:5]([N:7]2[CH2:12][CH2:11][CH2:10][CH2:9][CH:8]2[CH2:13][O:14][Si](C(C)(C)C)(C)C)[S:4][C:3]=1[CH:22]=[O:23].Cl.O1CCOCC1, predict the reaction product. The product is: [Br:1][C:2]1[CH:6]=[C:5]([N:7]2[CH2:12][CH2:11][CH2:10][CH2:9][CH:8]2[CH2:13][OH:14])[S:4][C:3]=1[CH:22]=[O:23].